Dataset: Peptide-MHC class I binding affinity with 185,985 pairs from IEDB/IMGT. Task: Regression. Given a peptide amino acid sequence and an MHC pseudo amino acid sequence, predict their binding affinity value. This is MHC class I binding data. The peptide sequence is FPASHMATY. The MHC is HLA-B83:01 with pseudo-sequence HLA-B83:01. The binding affinity (normalized) is 0.502.